From a dataset of Forward reaction prediction with 1.9M reactions from USPTO patents (1976-2016). Predict the product of the given reaction. (1) The product is: [C:11]([O:9][C:5]1[CH:6]=[C:7]([CH3:8])[C:2]([Br:1])=[C:3]([CH3:10])[CH:4]=1)(=[O:14])[C:12]#[CH:13]. Given the reactants [Br:1][C:2]1[C:7]([CH3:8])=[CH:6][C:5]([OH:9])=[CH:4][C:3]=1[CH3:10].[C:11](O)(=[O:14])[C:12]#[CH:13].C1CCC(N=C=NC2CCCCC2)CC1, predict the reaction product. (2) Given the reactants [Br:1][C:2]1[CH:3]=[CH:4][C:5]([F:19])=[C:6]([CH:8]=[CH:9][C:10](=O)[C:11]([F:17])([F:16])[C:12]([F:15])([F:14])[F:13])[CH:7]=1.Cl.[F:21][C:22]1[CH:27]=[C:26]([F:28])[CH:25]=[CH:24][C:23]=1[NH:29][NH2:30], predict the reaction product. The product is: [Br:1][C:2]1[CH:3]=[CH:4][C:5]([F:19])=[C:6]([CH:8]2[N:29]([C:23]3[CH:24]=[CH:25][C:26]([F:28])=[CH:27][C:22]=3[F:21])[N:30]=[C:10]([C:11]([F:17])([F:16])[C:12]([F:15])([F:14])[F:13])[CH2:9]2)[CH:7]=1. (3) Given the reactants [I-].[CH3:2][O:3][C:4]1[CH:9]=[CH:8][C:7]([C:10]2[N:11]=[CH:12][NH:13][CH:14]=2)=[CH:6][CH:5]=1.I[C:16]1[CH:21]=[CH:20][C:19]([O:22][CH3:23])=[CH:18][CH:17]=1.C(=O)([O-])[O-].[Cs+].[Cs+], predict the reaction product. The product is: [CH3:23][O:22][C:19]1[CH:20]=[CH:21][C:16]([N:13]2[CH:14]=[C:10]([C:7]3[CH:8]=[CH:9][C:4]([O:3][CH3:2])=[CH:5][CH:6]=3)[N:11]=[CH:12]2)=[CH:17][CH:18]=1. (4) Given the reactants Br[C:2]1[C:7]([CH2:8][O:9][C:10]2[C:15]([CH:16]=[O:17])=[CH:14][C:13]([O:18][CH3:19])=[N:12][CH:11]=2)=[CH:6][CH:5]=[CH:4][N:3]=1.[CH3:20][N:21](C=O)C, predict the reaction product. The product is: [CH:16]([C:15]1[CH:14]=[C:13]([O:18][CH3:19])[N:12]=[CH:11][C:10]=1[O:9][CH2:8][C:7]1[C:2]([C:20]#[N:21])=[N:3][CH:4]=[CH:5][CH:6]=1)=[O:17]. (5) Given the reactants ClC(Cl)(O[C:5](=[O:11])OC(Cl)(Cl)Cl)Cl.[CH3:13][N:14]1[CH2:19][CH2:18][NH:17][CH2:16][CH2:15]1.[NH2:20][C:21]1[C:22]([CH3:27])=[CH:23][CH:24]=[CH:25][CH:26]=1.[CH2:28](N(CC)CC)C, predict the reaction product. The product is: [CH3:27][C:22]1[CH:23]=[CH:24][CH:25]=[CH:26][C:21]=1[NH:20][C:5]([CH2:13][N:14]1[CH2:19][CH2:18][N:17]([CH3:28])[CH2:16][CH2:15]1)=[O:11]. (6) Given the reactants [Br:1][C:2]1[C:10]2[O:9][CH2:8][CH2:7][C:6]=2[CH:5]=[C:4]([CH:11]=[O:12])[CH:3]=1.C1COCC1.[F:18][C:19]1[CH:24]=[CH:23][C:22]([Mg]Br)=[CH:21][CH:20]=1, predict the reaction product. The product is: [Br:1][C:2]1[C:10]2[O:9][CH2:8][CH2:7][C:6]=2[CH:5]=[C:4]([CH:11]([C:22]2[CH:23]=[CH:24][C:19]([F:18])=[CH:20][CH:21]=2)[OH:12])[CH:3]=1. (7) Given the reactants [C:1]([O:5][C:6]([N:8]([CH3:17])[C@@H:9]1[CH2:13][CH2:12][C@H:11]([C:14](O)=[O:15])[CH2:10]1)=[O:7])([CH3:4])([CH3:3])[CH3:2].[Cl-].[NH4+].Cl.C[N:22](C)CCCN=C=NCC.O.ON1C2C=CC=CC=2N=N1.CN1CCOCC1, predict the reaction product. The product is: [C:1]([O:5][C:6](=[O:7])[N:8]([C@@H:9]1[CH2:13][CH2:12][C@H:11]([C:14](=[O:15])[NH2:22])[CH2:10]1)[CH3:17])([CH3:4])([CH3:3])[CH3:2].